Dataset: Forward reaction prediction with 1.9M reactions from USPTO patents (1976-2016). Task: Predict the product of the given reaction. Given the reactants [N+:1]([C:4]1[CH:9]=[CH:8][C:7]([C@H:10]([NH:12][C:13](=[O:19])[O:14][C:15]([CH3:18])([CH3:17])[CH3:16])[CH3:11])=[CH:6][CH:5]=1)([O-])=O, predict the reaction product. The product is: [NH2:1][C:4]1[CH:9]=[CH:8][C:7]([C@H:10]([NH:12][C:13](=[O:19])[O:14][C:15]([CH3:18])([CH3:17])[CH3:16])[CH3:11])=[CH:6][CH:5]=1.